From a dataset of Experimentally validated miRNA-target interactions with 360,000+ pairs, plus equal number of negative samples. Binary Classification. Given a miRNA mature sequence and a target amino acid sequence, predict their likelihood of interaction. (1) The miRNA is mmu-miR-129-1-3p with sequence AAGCCCUUACCCCAAAAAGUAU. The protein sequence of the target gene is MAGSEPRSGTNSPPPPFSDWGRLEAAILSGWKTFWQSVSKERVARTTSREEVDEAASTLTRLPIDVQLYILSFLSPHDLCQLGSTNHYWNETVRDPILWRYFLLRDLPSWSSVDWKSLPDLEILKKPISEVTDGAFFDYMAVYRMCCPYTRRASKSSRPMYGAVTSFLHSLIIQNEPRFAMFGPGLEELNTSLVLSLMSSEELCPTAGLPQRQIDGIGSGVNFQLNNQHKFNILILYSTTRKERDRAREEHTSAVNKMFSRHNEGDDQQGSRYSVIPQIQKVCEVVDGFIYVANAEAHKR.... Result: 0 (no interaction). (2) The miRNA is mmu-miR-467g with sequence UAUACAUACACACACAUAUAU. The protein sequence of the target gene is MTAAANWVANGASLEDCHSNLFSLAELTGIKWRRYNFGGHGDCGPIISAPAQDDPILLSFIRCLQANLLCVWRRDVKPDCKELWIFWWGDEPNLVGVIHHELQVVEEGLWENGLSYECRTLLFKAIHNLLERCLMDKNFVRIGKWFVRPYDKDEKPVNKSEHLSCAFTFFLHGESNVCTSVEIAQHQPIYLINEEHLHMAQSSPAPFQVLVSPYGLNGTLTGHAYKMSDPAARKLIEEWHCFYPMVLRKREEPREEAELGYDDDFPVAVEVIVGGVRMVYPSAFVLVSQNDIPVPQSGHG.... Result: 0 (no interaction). (3) The miRNA is hsa-miR-9500 with sequence AAGGGAAGAUGGUGACCAC. The protein sequence of the target gene is MLRLGLCAAALLCVCRPGAVRADCWLIEGDKGYVWLAICSQNQPPYETIPQHINSTVHDLRLNENKLKAVLYSSLNRFGNLTDLNLTKNEISYIEDGAFLGQSSLQVLQLGYNKLSNLTEGMLRGMSRLQFLFVQHNLIEVVTPTAFSECPSLISIDLSSNRLSRLDGATFASLASLMVCELAGNPFNCECDLFGFLAWLVVFNNVTKNYDRLQCESPREFAGYPLLVPRPYHSLNAITVLQAKCRNGSLPARPVSHPTPYSTDAQREPDENSGFNPDEILSVEPPASSTTDASAGPAIK.... Result: 1 (interaction). (4) The miRNA is hsa-miR-4761-3p with sequence GAGGGCAUGCGCACUUUGUCC. The protein sequence of the target gene is MKSSDIDQDLFTDSYCKVCSAQLISESQRVAHYESRKHASKVRLYYMLHPRDGGCPAKRLRSENGSDADMVDKNKCCTLCNMSFTSAVVADSHYQGKIHAKRLKLLLGEKTPLKTTATPLSPLKPPRMDTAPVVASPYQRRDSDRYCGLCAAWFNNPLMAQQHYDGKKHKKNAARVALLEQLGTTLDMGELRGLRRNYRCTICSVSLNSIEQYHAHLKGSKHQTNLKNK. Result: 1 (interaction). (5) The miRNA is hsa-miR-181b-3p with sequence CUCACUGAACAAUGAAUGCAA. The protein sequence of the target gene is MSNAMYNKMWHQTQEALGALLDKEPQKMIEPQRNQVFIFQTLATFYVKYVQIFRNLENVYDQFVHPQKRILIRKVLDGVMGRILELKNEMVELELTEFHYFDDILQDLKLAPQQLDIPIPKYFLKEKLEVIKGREKILAQILADSGIDTSDMKYPVKSIPFDEAVKLIQIAERARQGRLRALFMKQIYLQEYRAKQSKMLGKKVTDTWAAALRIQKVWRRFHQRKETEKLREEEMIFLGMNPPPLFNEVSATVIQAEKVDRLRNEVQIKHEEDYREALVTIKNDLKLIEGVDIKENLQDQ.... Result: 0 (no interaction). (6) The miRNA is mmu-miR-9-5p with sequence UCUUUGGUUAUCUAGCUGUAUGA. The protein sequence of the target gene is MEASVILPILKKKLAFLSGGKDRRSGLILTIPLCLEQTSMDELSVTLDYLLSIPSEKCKARGFTVIVDGRKSQWNVVKTVVLMLQNVVPAEVSLVCVVKPDEFWDKKVTHFCFWKEKDRLGFEVILVSANKLTRYIEPCQLTEDFGGSLTYDHMDWLNKRLVFEKFTKESTSLLDELALINNGSDKGNEQEKERSVDLNFLPSVDPETVLQTGHELLSELQQRRFNGSDGGVSWSPMDDELLAQPQVMKLLDSLREQYTRYQEVCRQRSKRTQLEEIQQKVMQVVNWLEGPGSEQLRAQW.... Result: 1 (interaction).